From a dataset of Reaction yield outcomes from USPTO patents with 853,638 reactions. Predict the reaction yield, written as a fraction of the theoretical maximum amount of product (1.0 means a 100% yield; for example, 0.34 means a 34% yield). The reactants are [CH2:1]([C:8]1[C:9](=[O:16])[NH:10][C:11](=[S:15])[NH:12][C:13]=1[CH3:14])[C:2]1[CH:7]=[CH:6][CH:5]=[CH:4][CH:3]=1.C(=O)([O-])[O-].[K+].[K+].[CH2:23](I)[CH3:24]. The catalyst is CN(C)C=O. The product is [CH2:1]([C:8]1[C:9](=[O:16])[NH:10][C:11]([S:15][CH2:23][CH3:24])=[N:12][C:13]=1[CH3:14])[C:2]1[CH:3]=[CH:4][CH:5]=[CH:6][CH:7]=1. The yield is 0.970.